This data is from Reaction yield outcomes from USPTO patents with 853,638 reactions. The task is: Predict the reaction yield, written as a fraction of the theoretical maximum amount of product (1.0 means a 100% yield; for example, 0.34 means a 34% yield). (1) The reactants are [NH:1]([C:3]1[N:8]=[CH:7][C:6]([C:9]2([C:12]([O:14]C)=[O:13])[CH2:11][CH2:10]2)=[CH:5][CH:4]=1)[NH2:2].[CH:16](=O)[CH3:17].C(O)(=O)C.C(O)(=O)C.C(O)(=O)C.IC1C=CC=CC=1. The catalyst is C(O)C. The product is [CH3:16][C:17]1[N:8]2[CH:7]=[C:6]([C:9]3([C:12]([OH:14])=[O:13])[CH2:11][CH2:10]3)[CH:5]=[CH:4][C:3]2=[N:1][N:2]=1. The yield is 0.300. (2) The reactants are [Li][CH:2]([CH2:4][CH3:5])[CH3:3].C1CCCCC1.[Cl:12][C:13]1C(Cl)=CC=C[C:14]=1[CH2:15][N:16]1[CH2:20][CH2:19][CH2:18][CH2:17]1.[CH3:26][N:27]([CH2:29]CN(C)C)C.[O:34]=[C:35]1[CH2:38][CH:37]([C:39]([OH:41])=O)[CH2:36]1.[ClH:42].CNC.F[P-](F)(F)(F)(F)F.N1(O[P+](N(C)C)(N(C)C)N(C)C)C2C=CC=CC=2N=N1. The catalyst is C1COCC1. The product is [Cl:42][C:3]1[C:13]([Cl:12])=[C:14]([CH2:15][N:16]2[CH2:17][CH2:18][CH2:19][CH2:20]2)[CH:5]=[CH:4][C:2]=1[C:35]1([OH:34])[CH2:38][CH:37]([C:39]([N:27]([CH3:29])[CH3:26])=[O:41])[CH2:36]1. The yield is 0.370. (3) The reactants are [Cl:1][C:2]1[CH:9]=[CH:8][C:5]([C:6]#[N:7])=[CH:4][N:3]=1.[C:10]([O:14][C:15](O[C:15]([O:14][C:10]([CH3:13])([CH3:12])[CH3:11])=[O:16])=[O:16])([CH3:13])([CH3:12])[CH3:11].[BH4-].[Na+].NCCNCCN. The catalyst is CO.O.O.O.O.O.O.[Ni](Cl)Cl. The product is [C:10]([O:14][C:15](=[O:16])[NH:7][CH2:6][C:5]1[CH:4]=[N:3][C:2]([Cl:1])=[CH:9][CH:8]=1)([CH3:13])([CH3:12])[CH3:11]. The yield is 0.670. (4) The reactants are [CH2:1]([N:8]1[C:13](=[O:14])[C:12]2[C:15]([CH3:18])=[N:16][S:17][C:11]=2[N:10]=[C:9]1[CH:19](Br)[CH:20]([CH3:22])[CH3:21])[C:2]1[CH:7]=[CH:6][CH:5]=[CH:4][CH:3]=1.[N-:24]=[N+:25]=[N-:26].[Na+].[Br-]. The catalyst is CN(C=O)C. The product is [N:24]([CH:19]([C:9]1[N:8]([CH2:1][C:2]2[CH:7]=[CH:6][CH:5]=[CH:4][CH:3]=2)[C:13](=[O:14])[C:12]2[C:15]([CH3:18])=[N:16][S:17][C:11]=2[N:10]=1)[CH:20]([CH3:22])[CH3:21])=[N+:25]=[N-:26]. The yield is 0.940. (5) The reactants are [CH3:1][O:2][C:3](=[O:26])[CH2:4][C:5]1[C:14]([CH3:15])=[C:13](B2OC(C)(C)C(C)(C)O2)[C:12]2[C:7](=[CH:8][CH:9]=[C:10]([F:25])[CH:11]=2)[CH:6]=1.Br[C:28]1[CH:33]=[CH:32][C:31]([S:34][C:35]2[CH:40]=[CH:39][C:38]([Cl:41])=[CH:37][C:36]=2[Cl:42])=[CH:30][CH:29]=1.C(=O)(O)[O-].[Na+].O. The catalyst is C(COC)OC.C1C=CC([P]([Pd]([P](C2C=CC=CC=2)(C2C=CC=CC=2)C2C=CC=CC=2)([P](C2C=CC=CC=2)(C2C=CC=CC=2)C2C=CC=CC=2)[P](C2C=CC=CC=2)(C2C=CC=CC=2)C2C=CC=CC=2)(C2C=CC=CC=2)C2C=CC=CC=2)=CC=1. The product is [CH3:1][O:2][C:3](=[O:26])[CH2:4][C:5]1[C:14]([CH3:15])=[C:13]([C:28]2[CH:29]=[CH:30][C:31]([S:34][C:35]3[CH:40]=[CH:39][C:38]([Cl:41])=[CH:37][C:36]=3[Cl:42])=[CH:32][CH:33]=2)[C:12]2[C:7](=[CH:8][CH:9]=[C:10]([F:25])[CH:11]=2)[CH:6]=1. The yield is 0.290. (6) The reactants are [C:1]([O:9][C:10]1[CH:11]=[C:12]([CH3:17])[CH:13]=[CH:14][C:15]=1F)(=[O:8])[C:2]1[CH:7]=[CH:6][CH:5]=[CH:4][CH:3]=1.[Cl:18]C1C=CC(C)=CC=1O.C(Cl)(=O)C1C=CC=CC=1.CCN(CC)CC. The catalyst is C(Cl)Cl. The product is [C:1]([O:9][C:10]1[CH:11]=[C:12]([CH3:17])[CH:13]=[CH:14][C:15]=1[Cl:18])(=[O:8])[C:2]1[CH:7]=[CH:6][CH:5]=[CH:4][CH:3]=1. The yield is 0.940. (7) The reactants are [F:1][C:2]1[CH:7]=[CH:6][N:5]2[C:8]([C:11]([OH:13])=O)=[CH:9][N:10]=[C:4]2[CH:3]=1.[CH3:14][C:15]1[C:23]2[C:22]([NH2:24])=[CH:21][CH:20]=[CH:19][C:18]=2[N:17]([CH2:25][C:26]2[CH:31]=[CH:30][CH:29]=[C:28]([CH3:32])[N:27]=2)[N:16]=1.C(N(C(C)C)CC)(C)C. The catalyst is S(Cl)(Cl)=O.CN(C=O)C.O. The product is [F:1][C:2]1[CH:7]=[CH:6][N:5]2[C:8]([C:11]([NH:24][C:22]3[CH:21]=[CH:20][CH:19]=[C:18]4[C:23]=3[C:15]([CH3:14])=[N:16][N:17]4[CH2:25][C:26]3[CH:31]=[CH:30][CH:29]=[C:28]([CH3:32])[N:27]=3)=[O:13])=[CH:9][N:10]=[C:4]2[CH:3]=1. The yield is 0.540. (8) The reactants are [Br:1]Br.CO[C:5]1[CH:6]=[C:7]([C:15](=[O:17])[CH3:16])[CH:8]=[C:9](OC)[C:10]=1OC.O. The catalyst is C(O)C. The product is [Br:1][CH2:16][C:15]([C:7]1[CH:8]=[CH:9][CH:10]=[CH:5][CH:6]=1)=[O:17]. The yield is 0.700.